Dataset: Catalyst prediction with 721,799 reactions and 888 catalyst types from USPTO. Task: Predict which catalyst facilitates the given reaction. (1) Reactant: [Br:1][C:2]1[CH:3]=[C:4]([CH2:11]Br)[C:5]2[O:9][CH2:8][O:7][C:6]=2[CH:10]=1.[OH:13][C:14]1[CH:19]=[CH:18][CH:17]=[CH:16][C:15]=1[CH2:20][C:21]([O:23][C:24]([CH3:27])([CH3:26])[CH3:25])=[O:22].C(=O)([O-])[O-].[K+].[K+].[I-].[K+]. Product: [Br:1][C:2]1[CH:3]=[C:4]([CH2:11][O:13][C:14]2[CH:19]=[CH:18][CH:17]=[CH:16][C:15]=2[CH2:20][C:21]([O:23][C:24]([CH3:27])([CH3:26])[CH3:25])=[O:22])[C:5]2[O:9][CH2:8][O:7][C:6]=2[CH:10]=1. The catalyst class is: 3. (2) Reactant: C(O)C.O1CCCC1.[Cl:9][C:10]1[CH:11]=[CH:12][C:13]([N+:27]([O-])=O)=[C:14]([NH:16][C:17]2[CH:22]=[CH:21][C:20]([NH:23][C:24](=[O:26])[CH3:25])=[CH:19][CH:18]=2)[CH:15]=1.[Cl-].[NH4+]. Product: [NH2:27][C:13]1[CH:12]=[CH:11][C:10]([Cl:9])=[CH:15][C:14]=1[NH:16][C:17]1[CH:18]=[CH:19][C:20]([NH:23][C:24](=[O:26])[CH3:25])=[CH:21][CH:22]=1. The catalyst class is: 150. (3) Reactant: [ClH:1].[NH2:2][C:3]1[N:8]=[CH:7][N:6]=[C:5]2[N:9]([C@@H:28]3[CH2:32][CH2:31][NH:30][CH2:29]3)[N:10]=[C:11]([C:12]3[CH:27]=[CH:26][C:15]([C:16]([NH:18][C:19]4[CH:24]=[C:23]([CH3:25])[CH:22]=[CH:21][N:20]=4)=[O:17])=[CH:14][CH:13]=3)[C:4]=12.[C:33](O)(=[O:38])[C:34]#[C:35][CH2:36][CH3:37].C(N(C(C)C)CC)(C)C.C1CN([P+](ON2N=NC3C=CC=CC2=3)(N2CCCC2)N2CCCC2)CC1.F[P-](F)(F)(F)(F)F.C(O)(C(F)(F)F)=O. Product: [NH2:2][C:3]1[N:8]=[CH:7][N:6]=[C:5]2[N:9]([C@@H:28]3[CH2:32][CH2:31][N:30]([C:33](=[O:38])[C:34]#[C:35][CH2:36][CH3:37])[CH2:29]3)[N:10]=[C:11]([C:12]3[CH:13]=[CH:14][C:15]([C:16]([NH:18][C:19]4[CH:24]=[C:23]([CH3:25])[CH:22]=[CH:21][N:20]=4)=[O:17])=[CH:26][CH:27]=3)[C:4]=12.[ClH:1]. The catalyst class is: 18. (4) Reactant: [CH3:1][O:2][C:3]1[CH:8]=[C:7]([N+:9]([O-])=O)[C:6]([N+:12]([O-])=O)=[CH:5][C:4]=1[O:15][CH3:16]. Product: [CH3:16][O:15][C:4]1[CH:5]=[C:6]([NH2:12])[C:7]([NH2:9])=[CH:8][C:3]=1[O:2][CH3:1]. The catalyst class is: 5. (5) Reactant: [Cl:1][C:2]1[CH:3]=[C:4]([C:9]2[CH:13]=[C:12]([O:14][CH2:15][CH2:16][C:17]([NH:19][CH:20]([CH:25]([CH3:27])[CH3:26])[CH2:21][CH2:22][CH:23]=O)=[O:18])[N:11]([C:28]3[CH:37]=[CH:36][C:35]4[C:30](=[CH:31][CH:32]=[CH:33][CH:34]=4)[CH:29]=3)[N:10]=2)[CH:5]=[C:6]([Cl:8])[CH:7]=1.C1COCC1.[CH2:43]([NH:45][CH2:46][CH3:47])[CH3:44].[Na]. Product: [Cl:1][C:2]1[CH:3]=[C:4]([C:9]2[CH:13]=[C:12]([O:14][CH2:15][CH2:16][C:17]([NH:19][CH:20]([CH:25]([CH3:26])[CH3:27])[CH2:21][CH2:22][CH2:23][N:45]([CH2:46][CH3:47])[CH2:43][CH3:44])=[O:18])[N:11]([C:28]3[CH:37]=[CH:36][C:35]4[C:30](=[CH:31][CH:32]=[CH:33][CH:34]=4)[CH:29]=3)[N:10]=2)[CH:5]=[C:6]([Cl:8])[CH:7]=1. The catalyst class is: 15.